Dataset: Forward reaction prediction with 1.9M reactions from USPTO patents (1976-2016). Task: Predict the product of the given reaction. (1) Given the reactants C[O:2][C:3](=[O:32])[CH2:4][CH2:5][NH:6][C:7](=[O:31])[C:8]1[CH:13]=[CH:12][C:11]([CH:14]([O:21][C:22]2[CH:27]=[C:26]([CH3:28])[C:25](Br)=[C:24]([CH3:30])[CH:23]=2)[CH:15]2[CH2:20][CH2:19][CH2:18][CH2:17][CH2:16]2)=[CH:10][CH:9]=1.[CH:33]([C:36]1[CH:41]=[CH:40][C:39](B(O)O)=[CH:38][CH:37]=1)([CH3:35])[CH3:34], predict the reaction product. The product is: [CH:15]1([CH:14]([O:21][C:22]2[CH:27]=[C:26]([CH3:28])[C:25]([C:39]3[CH:40]=[CH:41][C:36]([CH:33]([CH3:35])[CH3:34])=[CH:37][CH:38]=3)=[C:24]([CH3:30])[CH:23]=2)[C:11]2[CH:12]=[CH:13][C:8]([C:7]([NH:6][CH2:5][CH2:4][C:3]([OH:2])=[O:32])=[O:31])=[CH:9][CH:10]=2)[CH2:20][CH2:19][CH2:18][CH2:17][CH2:16]1. (2) Given the reactants Cl[C:2]1[C:11]2[C:6](=[CH:7][CH:8]=[CH:9][CH:10]=2)[N:5]=[CH:4][C:3]=1[NH:12][C:13](=O)[CH:14]([CH3:16])[CH3:15].Cl.[CH:19]([O:22][NH2:23])([CH3:21])[CH3:20].Cl.CON, predict the reaction product. The product is: [CH:19]([O:22][N:23]1[C:2]2[C:11]3[CH:10]=[CH:9][CH:8]=[CH:7][C:6]=3[N:5]=[CH:4][C:3]=2[N:12]=[C:13]1[CH:14]([CH3:16])[CH3:15])([CH3:21])[CH3:20].